Dataset: Reaction yield outcomes from USPTO patents with 853,638 reactions. Task: Predict the reaction yield, written as a fraction of the theoretical maximum amount of product (1.0 means a 100% yield; for example, 0.34 means a 34% yield). (1) The reactants are [OH:1][C:2]1[CH:3]=[C:4]([CH2:8][CH2:9][CH2:10][NH:11][C:12]2[N:17]=[C:16]([CH3:18])[C:15]([C:19]([NH:21][C@@H:22]([CH2:26][NH:27][C:28]([C:30]3[S:31][CH:32]=[CH:33][CH:34]=3)=[O:29])[C:23]([OH:25])=[O:24])=[O:20])=[C:14]([CH3:35])[N:13]=2)[CH:5]=[CH:6][CH:7]=1.Cl[CH:37]([O:39][C:40](=[O:45])[C:41]([CH3:44])([CH3:43])[CH3:42])[CH3:38].[I-].[Na+].C(N(CC)CC)C. The catalyst is CN(C=O)C.CCOC(C)=O. The product is [CH3:42][C:41]([CH3:44])([CH3:43])[C:40]([O:39][CH:37]([O:24][C:23](=[O:25])[C@@H:22]([NH:21][C:19]([C:15]1[C:16]([CH3:18])=[N:17][C:12]([NH:11][CH2:10][CH2:9][CH2:8][C:4]2[CH:5]=[CH:6][CH:7]=[C:2]([OH:1])[CH:3]=2)=[N:13][C:14]=1[CH3:35])=[O:20])[CH2:26][NH:27][C:28]([C:30]1[S:31][CH:32]=[CH:33][CH:34]=1)=[O:29])[CH3:38])=[O:45]. The yield is 0.570. (2) The reactants are [NH2:1][C:2]1[CH:16]=[CH:15][C:5]([CH2:6][P:7](=[O:14])([O:11][CH2:12][CH3:13])[O:8][CH2:9][CH3:10])=[CH:4][CH:3]=1.[C:17]1([C:23]2[O:27][N:26]=[CH:25][C:24]=2/[CH:28]=[CH:29]/[C:30](O)=[O:31])[CH:22]=[CH:21][CH:20]=[CH:19][CH:18]=1.O.ON1C2C=CC=CC=2N=N1.Cl.C(N=C=NCCCN(C)C)C. The catalyst is O.CN(C)C=O. The product is [CH2:12]([O:11][P:7]([CH2:6][C:5]1[CH:4]=[CH:3][C:2]([NH:1][C:30](=[O:31])/[CH:29]=[CH:28]/[C:24]2[CH:25]=[N:26][O:27][C:23]=2[C:17]2[CH:18]=[CH:19][CH:20]=[CH:21][CH:22]=2)=[CH:16][CH:15]=1)([O:8][CH2:9][CH3:10])=[O:14])[CH3:13]. The yield is 0.610. (3) No catalyst specified. The reactants are Br[C:2]1[C:3](=[O:17])[N:4]([CH3:16])[C:5](=[O:15])[N:6]([CH2:8][CH2:9][CH2:10][C:11]([F:14])([F:13])[F:12])[N:7]=1.[F:18][C:19]([F:33])([F:32])[C:20]1[CH:21]=[C:22]([N:26]2[CH2:31][CH2:30][NH:29][CH2:28][CH2:27]2)[CH:23]=[CH:24][CH:25]=1. The yield is 0.760. The product is [CH2:24]([OH:15])[CH2:25][CH2:20][CH3:19].[CH3:16][N:4]1[C:3](=[O:17])[C:2]([N:29]2[CH2:28][CH2:27][N:26]([C:22]3[CH:23]=[CH:24][CH:25]=[C:20]([C:19]([F:32])([F:33])[F:18])[CH:21]=3)[CH2:31][CH2:30]2)=[N:7][N:6]([CH2:8][CH2:9][CH2:10][C:11]([F:14])([F:13])[F:12])[C:5]1=[O:15]. (4) The reactants are [H-].[Al+3].[Li+].[H-].[H-].[H-].C(O[C:12](=O)[NH:13][CH:14]1[CH:21]2[CH2:22][CH:17]3[CH2:18][C:19]([OH:24])([CH2:23][CH:15]1[CH2:16]3)[CH2:20]2)(C)(C)C. The catalyst is C1COCC1. The product is [CH3:12][NH:13][CH:14]1[CH:21]2[CH2:22][CH:17]3[CH2:18][C:19]([OH:24])([CH2:23][CH:15]1[CH2:16]3)[CH2:20]2. The yield is 0.900.